Task: Predict which catalyst facilitates the given reaction.. Dataset: Catalyst prediction with 721,799 reactions and 888 catalyst types from USPTO (1) Reactant: C[O:2][C:3](=O)[CH2:4][CH2:5][N:6]1[C:18]2[CH:17]=[CH:16][CH:15]=[CH:14][C:13]=2[C:12]2[C:7]1=[CH:8][CH:9]=[CH:10][CH:11]=2.Cl.[NH2:21][OH:22].C[O-].[Na+].CO.C([O-])(O)=O.[Na+]. Product: [CH:17]1[C:18]2[N:6]([CH2:5][CH2:4][C:3]([NH:21][OH:22])=[O:2])[C:7]3[C:12](=[CH:11][CH:10]=[CH:9][CH:8]=3)[C:13]=2[CH:14]=[CH:15][CH:16]=1. The catalyst class is: 248. (2) Reactant: [NH2:1][C:2]1[CH:7]=[CH:6][C:5]([CH2:8][C:9]([C:11]2[N:12]([CH2:16][CH2:17][CH3:18])[CH:13]=[CH:14][N:15]=2)=O)=[CH:4][CH:3]=1.Cl.[NH2:20][OH:21].C(=O)(O)[O-].[Na+]. Product: [NH2:1][C:2]1[CH:7]=[CH:6][C:5]([CH2:8]/[C:9](/[C:11]2[N:12]([CH2:16][CH2:17][CH3:18])[CH:13]=[CH:14][N:15]=2)=[N:20]\[OH:21])=[CH:4][CH:3]=1.[NH2:1][C:2]1[CH:7]=[CH:6][C:5]([CH2:8]/[C:9](/[C:11]2[N:12]([CH2:16][CH2:17][CH3:18])[CH:13]=[CH:14][N:15]=2)=[N:20]/[OH:21])=[CH:4][CH:3]=1. The catalyst class is: 8. (3) Reactant: CN(C(ON1N=NC2C=CC=NC1=2)=[N+](C)C)C.F[P-](F)(F)(F)(F)F.[CH2:25]([O:32][C:33]1[CH:34]=[C:35]([CH:39]=[C:40]([O:42][C@@H:43]([CH3:56])[CH2:44][O:45][Si:46]([CH:53]([CH3:55])[CH3:54])([CH:50]([CH3:52])[CH3:51])[CH:47]([CH3:49])[CH3:48])[CH:41]=1)[C:36]([OH:38])=O)[C:26]1[CH:31]=[CH:30][CH:29]=[CH:28][CH:27]=1.[CH3:57][N:58]1[CH:62]=[CH:61][C:60]([NH2:63])=[N:59]1.CCN(C(C)C)C(C)C. Product: [CH2:25]([O:32][C:33]1[CH:34]=[C:35]([CH:39]=[C:40]([O:42][C@@H:43]([CH3:56])[CH2:44][O:45][Si:46]([CH:53]([CH3:55])[CH3:54])([CH:47]([CH3:49])[CH3:48])[CH:50]([CH3:52])[CH3:51])[CH:41]=1)[C:36]([NH:63][C:60]1[CH:61]=[CH:62][N:58]([CH3:57])[N:59]=1)=[O:38])[C:26]1[CH:31]=[CH:30][CH:29]=[CH:28][CH:27]=1. The catalyst class is: 3. (4) Reactant: [CH:1]([NH:3][C:4]1[CH:13]=[CH:12][CH:11]=[C:10]2[C:5]=1[CH:6]=[CH:7][CH:8]=[C:9]2[S:14](Cl)(=[O:16])=[O:15])=[O:2].[NH2:18][C:19]1[S:20][CH:21]=[CH:22][N:23]=1. Product: [S:20]1[CH:21]=[CH:22][N:23]=[C:19]1[NH:18][S:14]([C:9]1[C:10]2[C:5](=[C:4]([NH:3][CH:1]=[O:2])[CH:13]=[CH:12][CH:11]=2)[CH:6]=[CH:7][CH:8]=1)(=[O:16])=[O:15]. The catalyst class is: 17. (5) Reactant: C[N:2]1[C:6]([C:7]([F:10])([F:9])[F:8])=[CH:5][C:4]([NH:11][C:12](=[O:20])OC2C=CC=CC=2)=[N:3]1.[CH3:21][O:22][C:23]1[CH:24]=[C:25]2[C:30](=[CH:31][C:32]=1[O:33][CH2:34][CH2:35][O:36][CH3:37])[N:29]=[CH:28][N:27]=[C:26]2[S:38][C:39]1[CH:40]=[C:41]([CH:43]=[CH:44][CH:45]=1)[NH2:42].[CH:46](N(CC)C(C)C)(C)C. Product: [CH3:21][O:22][C:23]1[CH:24]=[C:25]2[C:30](=[CH:31][C:32]=1[O:33][CH2:34][CH2:35][O:36][CH3:37])[N:29]=[CH:28][N:27]=[C:26]2[S:38][C:39]1[CH:40]=[C:41]([NH:42][C:12]([NH:11][C:4]2[N:3]([CH3:46])[N:2]=[C:6]([C:7]([F:8])([F:9])[F:10])[CH:5]=2)=[O:20])[CH:43]=[CH:44][CH:45]=1. The catalyst class is: 1. (6) Reactant: [Br:1][C:2]1[C:3]([F:12])=[C:4]2[C:10]([NH2:11])=[CH:9][NH:8][C:5]2=[N:6][CH:7]=1.[F:13][C:14]1([F:20])[CH2:16][CH:15]1[C:17](O)=[O:18].C(N(CC)CC)C.C1N(P(Cl)(N2C(=O)OCC2)=O)C(=O)OC1.O[Li].O. The catalyst class is: 34. Product: [Br:1][C:2]1[C:3]([F:12])=[C:4]2[C:10]([NH:11][C:17]([CH:15]3[CH2:16][C:14]3([F:20])[F:13])=[O:18])=[CH:9][NH:8][C:5]2=[N:6][CH:7]=1. (7) Reactant: C(OP([CH2:9][C:10]([O:12][CH2:13][CH3:14])=[O:11])(OCC)=O)C.[H-].[Na+].[CH:17]([C:19]1[CH:20]=[C:21]2[C:26](=[CH:27][CH:28]=1)[C:25](=[O:29])[N:24]([CH2:30][CH:31]([CH3:33])[CH3:32])[C:23]([CH2:34][NH:35][C:36](=[O:42])[O:37][C:38]([CH3:41])([CH3:40])[CH3:39])=[C:22]2[C:43]1[CH:48]=[CH:47][CH:46]=[CH:45][CH:44]=1)=O.O. Product: [C:38]([O:37][C:36]([NH:35][CH2:34][C:23]1[N:24]([CH2:30][CH:31]([CH3:33])[CH3:32])[C:25](=[O:29])[C:26]2[C:21]([C:22]=1[C:43]1[CH:44]=[CH:45][CH:46]=[CH:47][CH:48]=1)=[CH:20][C:19](/[CH:17]=[CH:9]/[C:10]([O:12][CH2:13][CH3:14])=[O:11])=[CH:28][CH:27]=2)=[O:42])([CH3:41])([CH3:40])[CH3:39]. The catalyst class is: 9. (8) Reactant: [CH:1]([C:3]1[NH:7][C:6]([CH2:8][CH2:9][C:10]([OH:12])=O)=[CH:5][C:4]=1[CH3:13])=[O:2].C1C=CC2N(O)N=NC=2C=1.C(Cl)CCl.[CH3:28][N:29]1[CH2:34][CH2:33][NH:32][CH2:31][CH2:30]1.C(=O)(O)[O-].[Na+]. Product: [CH3:13][C:4]1[CH:5]=[C:6]([CH2:8][CH2:9][C:10]([N:32]2[CH2:33][CH2:34][N:29]([CH3:28])[CH2:30][CH2:31]2)=[O:12])[NH:7][C:3]=1[CH:1]=[O:2]. The catalyst class is: 3. (9) Reactant: [C:1]([C:5]1[CH:6]=[C:7]([CH:20]=[C:21]([C:23]([CH3:26])([CH3:25])[CH3:24])[CH:22]=1)[C:8]([NH:10][C:11]1([C:17](O)=[O:18])[CH2:16][CH2:15][CH2:14][CH2:13][CH2:12]1)=[O:9])([CH3:4])([CH3:3])[CH3:2].C(Cl)(=O)C([Cl:30])=O.CN(C=O)C. Product: [C:1]([C:5]1[CH:6]=[C:7]([CH:20]=[C:21]([C:23]([CH3:26])([CH3:25])[CH3:24])[CH:22]=1)[C:8]([NH:10][C:11]1([C:17]([Cl:30])=[O:18])[CH2:16][CH2:15][CH2:14][CH2:13][CH2:12]1)=[O:9])([CH3:4])([CH3:3])[CH3:2]. The catalyst class is: 2.